Dataset: Reaction yield outcomes from USPTO patents with 853,638 reactions. Task: Predict the reaction yield, written as a fraction of the theoretical maximum amount of product (1.0 means a 100% yield; for example, 0.34 means a 34% yield). (1) The reactants are ClC1C=CC(B(O)O)=CC=1.C(=O)([O-])[O-].[K+].[K+].BrC1N=C(CN2CCCC2=O)SC=1.[Cl:30][C:31]1[CH:36]=[CH:35][C:34]([C:37]2[N:38]=[C:39]([CH2:52][N:53]3[CH2:57][CH2:56][CH2:55][C:54]3=[O:58])[S:40][C:41]=2C2C=CC(S(N)(=O)=O)=CC=2)=[CH:33][CH:32]=1. The catalyst is C1(C)C=CC=CC=1.C(O)C. The product is [Cl:30][C:31]1[CH:36]=[CH:35][C:34]([C:37]2[N:38]=[C:39]([CH2:52][N:53]3[CH2:57][CH2:56][CH2:55][C:54]3=[O:58])[S:40][CH:41]=2)=[CH:33][CH:32]=1. The yield is 0.866. (2) The reactants are [OH:1][C:2]1[CH:7]=[C:6]([CH3:8])[CH:5]=[CH:4][C:3]=1[NH:9][C:10](=[O:12])[CH3:11].Br[CH2:14][CH:15]1[CH2:17][O:16]1.C(=O)([O-])[O-].[K+].[K+]. The catalyst is CN(C=O)C.C(OCC)(=O)C. The product is [CH3:8][C:6]1[CH:5]=[CH:4][C:3]([NH:9][C:10](=[O:12])[CH3:11])=[C:2]([O:1][CH2:14][CH:15]2[CH2:17][O:16]2)[CH:7]=1. The yield is 0.430. (3) The reactants are [OH:1][C:2]1[C:7](=[O:8])[CH:6]=[CH:5][N:4]([CH3:9])[C:3]=1[CH3:10].[N+:11]([C:14]1[CH:19]=[C:18]([N+:20]([O-:22])=[O:21])[CH:17]=[CH:16][C:15]=1[S:23](Cl)(=[O:25])=[O:24])([O-:13])=[O:12]. The catalyst is N1C=CC=CC=1. The product is [N+:11]([C:14]1[CH:19]=[C:18]([N+:20]([O-:22])=[O:21])[CH:17]=[CH:16][C:15]=1[S:23]([O:1][C:2]1[C:7](=[O:8])[CH:6]=[CH:5][N:4]([CH3:9])[C:3]=1[CH3:10])(=[O:25])=[O:24])([O-:13])=[O:12]. The yield is 0.230. (4) The reactants are [O:1]=[CH:2][C@H:3]([C@@H:5]([C@H:7]([CH2:9][OH:10])[OH:8])[OH:6])[OH:4].B(O)(O)O.C(O[C:19](=[O:21])[CH3:20])(=O)C.[C:22]([OH:25])(=O)[CH3:23]. No catalyst specified. The product is [C:2]([O:1][CH:2]1[O:8][C@@H:7]([CH2:9][O:10][C:19](=[O:21])[CH3:20])[C@@H:5]([O:6][C:22](=[O:25])[CH3:23])[C@@H:3]1[O:4][C:5](=[O:6])[CH3:7])(=[O:1])[CH3:3]. The yield is 0.900. (5) The reactants are C(N(CC)CC[OH:6])C.[CH:9]([N:12]([CH:15]([CH3:17])C)[CH2:13][CH3:14])([CH3:11])C.CS(Cl)(=O)=O.C([NH:26][C@:27]1([C:44](NC(C)(C)C)=[O:45])[C@@H:31]([CH2:32][CH2:33][CH2:34][B:35]2[O:39]C(C)(C)C(C)(C)[O:36]2)[CH2:30][NH:29][CH2:28]1)(=O)C. The catalyst is C(#N)C. The product is [NH2:26][C@:27]1([C:44]([OH:45])=[O:6])[C@@H:31]([CH2:32][CH2:33][CH2:34][B:35]([OH:36])[OH:39])[CH2:30][N:29]([CH2:17][CH2:15][N:12]([CH2:9][CH3:11])[CH2:13][CH3:14])[CH2:28]1. The yield is 0.570. (6) The reactants are [CH2:1]([N:8]1[CH2:18][CH2:17][C:11]2[N:12]=[CH:13][N:14]=[C:15](Cl)[C:10]=2[CH2:9]1)[C:2]1[CH:7]=[CH:6][CH:5]=[CH:4][CH:3]=1.[F:19][C:20]1[CH:25]=[CH:24][C:23]([NH2:26])=[CH:22][CH:21]=1. The catalyst is C(#N)C. The product is [CH2:1]([N:8]1[CH2:18][CH2:17][C:11]2[N:12]=[CH:13][N:14]=[C:15]([NH:26][C:23]3[CH:24]=[CH:25][C:20]([F:19])=[CH:21][CH:22]=3)[C:10]=2[CH2:9]1)[C:2]1[CH:7]=[CH:6][CH:5]=[CH:4][CH:3]=1. The yield is 0.970. (7) The reactants are [Cl:1][C:2]1[C:3]([N+:14]([O-])=O)=[C:4]([NH:8][C:9](=O)[CH2:10][O:11][CH3:12])[CH:5]=[CH:6][CH:7]=1.O.O.[Sn](Cl)(Cl)(Cl)Cl.[OH-].[Na+]. The catalyst is C(O)C. The product is [Cl:1][C:2]1[C:3]2[NH:14][C:9]([CH2:10][O:11][CH3:12])=[N:8][C:4]=2[CH:5]=[CH:6][CH:7]=1. The yield is 0.980.